Predict the product of the given reaction. From a dataset of Forward reaction prediction with 1.9M reactions from USPTO patents (1976-2016). (1) Given the reactants Cl[C:2]1[C:3]([NH2:9])=[N:4][CH:5]=[N:6][C:7]=1Cl.[O:10]([C:17]1[CH:22]=[CH:21][C:20](B(O)O)=[CH:19][CH:18]=1)[C:11]1[CH:16]=[CH:15][CH:14]=[CH:13][CH:12]=1.[NH2:26][CH2:27][CH:28]1[CH2:33][CH2:32][N:31]([C:34]([O:36]C(C)(C)C)=O)[CH2:30][CH2:29]1.[F:41][C:42]1([F:52])[CH2:45][N:44]([CH2:46]/[CH:47]=[CH:48]/C(O)=O)[CH2:43]1, predict the reaction product. The product is: [NH2:9][C:3]1[N:4]=[CH:5][N:6]=[C:7]([NH:26][CH2:27][CH:28]2[CH2:29][CH2:30][N:31]([C:34](=[O:36])/[CH:48]=[CH:47]/[CH2:46][N:44]3[CH2:45][C:42]([F:52])([F:41])[CH2:43]3)[CH2:32][CH2:33]2)[C:2]=1[C:20]1[CH:21]=[CH:22][C:17]([O:10][C:11]2[CH:16]=[CH:15][CH:14]=[CH:13][CH:12]=2)=[CH:18][CH:19]=1. (2) Given the reactants [F:1][C:2]1[CH:8]=[C:7]([B:9]2[O:13][C:12]([CH3:15])([CH3:14])[C:11]([CH3:17])([CH3:16])[O:10]2)[CH:6]=[CH:5]C=1N.C([O-])([O-])=O.[K+].[K+].CI.[CH3:26][N:27]([CH:29]=O)[CH3:28], predict the reaction product. The product is: [F:1][C:2]1[CH:8]=[C:7]([B:9]2[O:13][C:12]([CH3:15])([CH3:14])[C:11]([CH3:17])([CH3:16])[O:10]2)[CH:6]=[CH:5][C:29]=1[N:27]([CH3:26])[CH3:28].